Dataset: Catalyst prediction with 721,799 reactions and 888 catalyst types from USPTO. Task: Predict which catalyst facilitates the given reaction. (1) Reactant: [NH2:1][C:2]1[CH:3]=[C:4]2[C:9](=[CH:10][CH:11]=1)[N:8]=[CH:7][C:6]([C:12]#[N:13])=[C:5]2[NH:14][C:15]1[CH:20]=[CH:19][C:18]([F:21])=[C:17]([Cl:22])[CH:16]=1.[CH3:23][N:24]1[CH2:29][CH2:28][N:27]([S:30]([C:33]2[CH:40]=[CH:39][C:36]([CH:37]=O)=[CH:35][CH:34]=2)(=[O:32])=[O:31])[CH2:26][CH2:25]1.[BH3-]C#N.[Na+]. Product: [CH3:23][N:24]1[CH2:29][CH2:28][N:27]([S:30]([C:33]2[CH:40]=[CH:39][C:36]([CH2:37][NH:1][C:2]3[CH:3]=[C:4]4[C:9](=[CH:10][CH:11]=3)[N:8]=[CH:7][C:6]([C:12]#[N:13])=[C:5]4[NH:14][C:15]3[CH:20]=[CH:19][C:18]([F:21])=[C:17]([Cl:22])[CH:16]=3)=[CH:35][CH:34]=2)(=[O:32])=[O:31])[CH2:26][CH2:25]1. The catalyst class is: 14. (2) Reactant: [CH3:1][O:2][C:3](=[O:16])[C:4]([C:8](=[O:15])[NH:9][C:10](OCC)=[O:11])=[C:5]([NH2:7])[CH3:6]. Product: [CH3:1][O:2][C:3]([C:4]1[C:8](=[O:15])[NH:9][C:10](=[O:11])[NH:7][C:5]=1[CH3:6])=[O:16]. The catalyst class is: 66. (3) Reactant: [Cl:1][C:2]1[CH:12]=[C:11]([CH2:13][CH2:14][CH3:15])[CH:10]=[C:9](/[CH:16]=[CH:17]/[C:18]([O:20][CH3:21])=[O:19])[C:3]=1[C:4]([O:6][CH2:7][CH3:8])=[O:5].CO[CH2:24][N:25]([CH2:31][C:32]1[CH:37]=[CH:36][CH:35]=[CH:34][CH:33]=1)[CH2:26][Si](C)(C)C.FC(F)(F)C(O)=O. Product: [CH2:31]([N:25]1[CH2:26][C@@H:16]([C:9]2[CH:10]=[C:11]([CH2:13][CH2:14][CH3:15])[CH:12]=[C:2]([Cl:1])[C:3]=2[C:4]([O:6][CH2:7][CH3:8])=[O:5])[C@H:17]([C:18]([O:20][CH3:21])=[O:19])[CH2:24]1)[C:32]1[CH:37]=[CH:36][CH:35]=[CH:34][CH:33]=1. The catalyst class is: 557. (4) Reactant: C1(C)C(S([O:10][CH2:11][CH2:12][O:13][CH2:14][CH2:15][O:16][CH2:17][CH2:18][O:19][CH2:20][CH2:21]O)(=O)=O)=CC=CC=1.[I-:24].[Na+]. Product: [I:24][CH2:21][CH2:20][O:19][CH2:18][CH2:17][O:16][CH2:15][CH2:14][O:13][CH2:12][CH2:11][OH:10]. The catalyst class is: 21. (5) Reactant: [Si:1]([O:8][CH2:9][CH2:10][CH2:11][N:12]1[C:17](=[O:18])[C:16]2[C:19]([CH:24]([C:26]3C=CC(Cl)=[CH:28][CH:27]=3)[OH:25])=[C:20]([Cl:23])[N:21]=[CH:22][C:15]=2[N:14]([CH3:33])[C:13]1=[O:34])([C:4]([CH3:7])([CH3:6])[CH3:5])([CH3:3])[CH3:2].[Li+].[CH3:36]C([N-]C(C)C)C.CC(C)CC=O. Product: [Si:1]([O:8][CH2:9][CH2:10][CH2:11][N:12]1[C:17](=[O:18])[C:16]2[C:19]([CH:24]([OH:25])[CH2:26][CH:27]([CH3:36])[CH3:28])=[C:20]([Cl:23])[N:21]=[CH:22][C:15]=2[N:14]([CH3:33])[C:13]1=[O:34])([C:4]([CH3:5])([CH3:7])[CH3:6])([CH3:2])[CH3:3]. The catalyst class is: 1. (6) Reactant: [CH2:1]([N:8]([CH2:14][C:15](O)([CH2:21][CH3:22])[C:16]([O:18][CH2:19][CH3:20])=[O:17])[CH:9]1[CH2:13][CH2:12][CH2:11][CH2:10]1)[C:2]1[CH:7]=[CH:6][CH:5]=[CH:4][CH:3]=1.CCN(S(F)(F)[F:30])CC. Product: [CH2:1]([N:8]([CH2:14][C:15]([F:30])([CH2:21][CH3:22])[C:16]([O:18][CH2:19][CH3:20])=[O:17])[CH:9]1[CH2:13][CH2:12][CH2:11][CH2:10]1)[C:2]1[CH:7]=[CH:6][CH:5]=[CH:4][CH:3]=1. The catalyst class is: 4. (7) Reactant: [NH:1]1[CH2:5][CH2:4][CH2:3][C@H:2]1[C:6]([OH:8])=[O:7].C([O-])(O)=O.[Na+].Cl[C:15]([O:17][CH3:18])=[O:16]. Product: [CH3:18][O:17][C:15]([N:1]1[CH2:5][CH2:4][CH2:3][C@H:2]1[C:6]([OH:8])=[O:7])=[O:16]. The catalyst class is: 1. (8) Reactant: [NH:1]1[CH2:6][CH2:5][O:4][CH2:3][C:2]1=[O:7].[H-].[Na+].Br[CH2:11][C:12]([O:14][CH2:15][C:16]1[CH:21]=[CH:20][CH:19]=[CH:18][CH:17]=1)=[O:13].O. Product: [O:7]=[C:2]1[CH2:3][O:4][CH2:5][CH2:6][N:1]1[CH2:11][C:12]([O:14][CH2:15][C:16]1[CH:21]=[CH:20][CH:19]=[CH:18][CH:17]=1)=[O:13]. The catalyst class is: 42. (9) Reactant: CCN(C(C)C)C(C)C.[CH3:10][O:11][C:12]1[CH:13]=[CH:14][CH:15]=[C:16]2[C:21]=1[O:20][C:19](=[O:22])[C:18]([C:23]([OH:25])=O)=[CH:17]2.CN(C(ON1N=NC2C=CC=NC1=2)=[N+](C)C)C.F[P-](F)(F)(F)(F)F.[N:50]1[O:54][N:53]=[C:52]2[CH:55]=[C:56]([C:59]3[CH:60]=[C:61]([NH2:65])[CH:62]=[CH:63][CH:64]=3)[CH:57]=[CH:58][C:51]=12. Product: [N:50]1[O:54][N:53]=[C:52]2[CH:55]=[C:56]([C:59]3[CH:60]=[C:61]([NH:65][C:23]([C:18]4[C:19](=[O:22])[O:20][C:21]5[C:16]([CH:17]=4)=[CH:15][CH:14]=[CH:13][C:12]=5[O:11][CH3:10])=[O:25])[CH:62]=[CH:63][CH:64]=3)[CH:57]=[CH:58][C:51]=12. The catalyst class is: 3.